Dataset: Full USPTO retrosynthesis dataset with 1.9M reactions from patents (1976-2016). Task: Predict the reactants needed to synthesize the given product. Given the product [CH3:19][O:20][C:21]1[CH:30]=[CH:29][C:28]([N:31]2[CH2:32][CH2:33][N:34]([CH3:37])[CH2:35][CH2:36]2)=[C:27]2[C:22]=1[CH2:23][CH2:24][N:25]([C:16](=[O:18])[CH2:15][C:12]1[CH:11]=[CH:10][C:9]([S:6]([N:1]3[CH2:2][CH2:3][CH2:4][CH2:5]3)(=[O:7])=[O:8])=[CH:14][CH:13]=1)[CH2:26]2, predict the reactants needed to synthesize it. The reactants are: [N:1]1([S:6]([C:9]2[CH:14]=[CH:13][C:12]([CH2:15][C:16]([OH:18])=O)=[CH:11][CH:10]=2)(=[O:8])=[O:7])[CH2:5][CH2:4][CH2:3][CH2:2]1.[CH3:19][O:20][C:21]1[CH:30]=[CH:29][C:28]([N:31]2[CH2:36][CH2:35][N:34]([CH3:37])[CH2:33][CH2:32]2)=[C:27]2[C:22]=1[CH2:23][CH2:24][NH:25][CH2:26]2.CN(C(ON1N=NC2C=CC=NC1=2)=[N+](C)C)C.F[P-](F)(F)(F)(F)F.